This data is from CYP2C9 inhibition data for predicting drug metabolism from PubChem BioAssay. The task is: Regression/Classification. Given a drug SMILES string, predict its absorption, distribution, metabolism, or excretion properties. Task type varies by dataset: regression for continuous measurements (e.g., permeability, clearance, half-life) or binary classification for categorical outcomes (e.g., BBB penetration, CYP inhibition). Dataset: cyp2c9_veith. (1) The drug is CC(C)(C)NC(=O)C(c1ccccn1)N(C(=O)C1CSC(=O)C1)c1ccc(F)cc1. The result is 0 (non-inhibitor). (2) The drug is CN(C)C/C=C(\c1ccc(Br)cc1)c1cccnc1.Cl.Cl.O. The result is 0 (non-inhibitor). (3) The drug is Nc1cc(-c2nn[nH]n2)ccc1F. The result is 1 (inhibitor).